Dataset: Forward reaction prediction with 1.9M reactions from USPTO patents (1976-2016). Task: Predict the product of the given reaction. Given the reactants Br.C(O)(=O)C.[C:6]([O:14][C@@H:15]1[C@@H:38]([O:39][C:40](=[O:47])[C:41]2[CH:46]=[CH:45][CH:44]=[CH:43][CH:42]=2)[C@H:37]([O:48][C:49](=[O:56])[C:50]2[CH:55]=[CH:54][CH:53]=[CH:52][CH:51]=2)[C@@H:36]([C@@H:57]([CH3:67])[O:58][C:59](=[O:66])[C:60]2[CH:65]=[CH:64][CH:63]=[CH:62][CH:61]=2)[O:35][C@H:16]1OC1C(CC2C=CC(CC)=CC=2)=C(C)C=C(C)N=1)(=[O:13])[C:7]1[CH:12]=[CH:11][CH:10]=[CH:9][CH:8]=1.[CH3:68][O:69][C:70]1[CH:83]=[CH:82][C:73]([CH2:74][C:75]2[C:76]([OH:81])=[N:77][CH:78]=[CH:79][CH:80]=2)=[CH:72][CH:71]=1, predict the reaction product. The product is: [C:6]([O:14][C@@H:15]1[C@@H:38]([O:39][C:40](=[O:47])[C:41]2[CH:46]=[CH:45][CH:44]=[CH:43][CH:42]=2)[C@H:37]([O:48][C:49](=[O:56])[C:50]2[CH:51]=[CH:52][CH:53]=[CH:54][CH:55]=2)[C@@H:36]([C@@H:57]([CH3:67])[O:58][C:59](=[O:66])[C:60]2[CH:61]=[CH:62][CH:63]=[CH:64][CH:65]=2)[O:35][C@H:16]1[O:81][C:76]1[C:75]([CH2:74][C:73]2[CH:72]=[CH:71][C:70]([O:69][CH3:68])=[CH:83][CH:82]=2)=[CH:80][CH:79]=[CH:78][N:77]=1)(=[O:13])[C:7]1[CH:12]=[CH:11][CH:10]=[CH:9][CH:8]=1.